This data is from Experimentally validated miRNA-target interactions with 360,000+ pairs, plus equal number of negative samples. The task is: Binary Classification. Given a miRNA mature sequence and a target amino acid sequence, predict their likelihood of interaction. (1) The miRNA is mmu-miR-7017-5p with sequence AGAGGGUUGUGAGACUAGGGCUGU. The protein sequence of the target gene is MAAQAAAAAQAAAAAQAAAAQAAQAEAAESWYLALLGFAEHFRTSSPPKIRLCVHCLQAVFPFKPPQRIEARTHLQLGSVLYHHTKNSEQARSHLEKAWLISQQIPQFEDVKFEAASLLSELYCQENSVDAAKPLLRKAIQISQQTPYWHCRLLFQLAQLHTLEKDLVSACDLLGVGAEYARVVGSEYTRALFLLSKGMLLLMERKLQEVHPLLTLCGQIVENWQGNPIQKESLRVFFLVLQVTHYLDAGQVKSVKPCLKQLQQCIQTISTLHDDEILPSNPADLFHWLPKEHMCVLVYL.... Result: 0 (no interaction). (2) The protein sequence of the target gene is MAAAAVDSAMEVVPALAEEAAPEVAGLSCLVNLPGEVLEYILCCGSLTAADIGRVSSTCRRLRELCQSSGKVWKEQFRVRWPSLMKHYSPTDYVNWLEEYKVRQKAGLEARKIVASFSKRFFSEHVPCNGFSDIENLEGPEIFFEDELVCILNMEGRKALTWKYYAKKILYYLRQQKILNNLKAFLQQPDDYESYLEGAVYIDQYCNPLSDISLKDIQAQIDSIVELVCKTLRGINSRHPSLAFKAGESSMIMEIELQSQVLDAMNYVLYDQLKFKGNRMDYYNALNLYMHQVLIRRTGI.... Result: 1 (interaction). The miRNA is hsa-miR-628-3p with sequence UCUAGUAAGAGUGGCAGUCGA. (3) The miRNA is hsa-miR-1207-3p with sequence UCAGCUGGCCCUCAUUUC. The protein sequence of the target gene is MEANQCPLVVEPSYPDLVINVGEVTLGEENRKKLQKIQRDQEKERVMRAACALLNSGGGVIRMAKKVEHPVEMGLDLEQSLRELIQSSDLQAFFETKQQGRCFYIFVKSWSSGPFPEDRSVKPRLCSLSSSLYRRSETSVRSMDSREAFCFLKTKRKPKILEEGPFHKIHKGVYQELPNSDPADPNSDPADLIFQKDYLEYGEILPFPESQLVEFKQFSTKHFQEYVKRTIPEYVPAFANTGGGYLFIGVDDKSREVLGCAKENVDPDSLRRKIEQAIYKLPCVHFCQPQRPITFTLKIV.... Result: 0 (no interaction).